From a dataset of Forward reaction prediction with 1.9M reactions from USPTO patents (1976-2016). Predict the product of the given reaction. (1) Given the reactants [C:1]1([C:7]([OH:9])=O)([C:4]([OH:6])=[O:5])[CH2:3][CH2:2]1.CN1CCOCC1.S(Cl)(Cl)=O.[NH2:21][C:22]1[C:37]([F:38])=[CH:36][C:25]([O:26][C:27]2[CH:32]=[CH:31][N:30]=[C:29]([C:33]([NH2:35])=[O:34])[CH:28]=2)=[C:24]([F:39])[CH:23]=1, predict the reaction product. The product is: [C:33]([C:29]1[CH:28]=[C:27]([O:26][C:25]2[C:24]([F:39])=[CH:23][C:22]([NH:21][C:7]([C:1]3([C:4]([OH:6])=[O:5])[CH2:2][CH2:3]3)=[O:9])=[C:37]([F:38])[CH:36]=2)[CH:32]=[CH:31][N:30]=1)(=[O:34])[NH2:35]. (2) The product is: [CH3:39][N:40]([CH3:56])[CH:41]1[CH2:42][CH2:43][N:44]([C:47]2[CH:52]=[C:51]([C:2]3[C:10]4[C:9]([NH:11][C@H:12]([C:14]5[N:19]([C:20]6[CH:25]=[CH:24][CH:23]=[CH:22][CH:21]=6)[C:18](=[O:26])[C:17]6=[C:27]([CH3:30])[CH:28]=[CH:29][N:16]6[N:15]=5)[CH3:13])=[N:8][CH:7]=[N:6][C:5]=4[N:4]([CH2:31][O:32][CH2:33][CH2:34][Si:35]([CH3:38])([CH3:37])[CH3:36])[CH:3]=3)[CH:50]=[CH:49][N:48]=2)[CH2:45][CH2:46]1. Given the reactants Br[C:2]1[C:10]2[C:9]([NH:11][C@H:12]([C:14]3[N:19]([C:20]4[CH:25]=[CH:24][CH:23]=[CH:22][CH:21]=4)[C:18](=[O:26])[C:17]4=[C:27]([CH3:30])[CH:28]=[CH:29][N:16]4[N:15]=3)[CH3:13])=[N:8][CH:7]=[N:6][C:5]=2[N:4]([CH2:31][O:32][CH2:33][CH2:34][Si:35]([CH3:38])([CH3:37])[CH3:36])[CH:3]=1.[CH3:39][N:40]([CH3:56])[CH:41]1[CH2:46][CH2:45][N:44]([C:47]2[CH:52]=[C:51](B(O)O)[CH:50]=[CH:49][N:48]=2)[CH2:43][CH2:42]1.C(=O)([O-])[O-].[Na+].[Na+], predict the reaction product. (3) Given the reactants [C:1]([O:5][C:6]([N:8]1[CH2:13][CH2:12][CH2:11][CH:10]([CH2:14][NH2:15])[CH2:9]1)=[O:7])([CH3:4])([CH3:3])[CH3:2].C(N(CC)CC)C.Cl[C:24]([O:26][CH2:27][C:28]1[CH:33]=[CH:32][CH:31]=[CH:30][CH:29]=1)=[O:25], predict the reaction product. The product is: [C:1]([O:5][C:6]([N:8]1[CH2:13][CH2:12][CH2:11][CH:10]([CH2:14][NH:15][C:24]([O:26][CH2:27][C:28]2[CH:33]=[CH:32][CH:31]=[CH:30][CH:29]=2)=[O:25])[CH2:9]1)=[O:7])([CH3:4])([CH3:3])[CH3:2]. (4) Given the reactants Br[C:2]1[CH:7]=[CH:6][C:5]([CH:8]2[CH2:13][CH2:12][N:11]([C:14]([O:16][C:17]([CH3:20])([CH3:19])[CH3:18])=[O:15])[CH2:10][CH2:9]2)=[CH:4][CH:3]=1.[CH3:21][C:22]1([CH3:38])[C:26]([CH3:28])([CH3:27])[O:25][B:24]([B:24]2[O:25][C:26]([CH3:28])([CH3:27])[C:22]([CH3:38])([CH3:21])[O:23]2)[O:23]1.CC([O-])=O.[K+], predict the reaction product. The product is: [CH3:21][C:22]1([CH3:38])[C:26]([CH3:28])([CH3:27])[O:25][B:24]([C:2]2[CH:7]=[CH:6][C:5]([CH:8]3[CH2:13][CH2:12][N:11]([C:14]([O:16][C:17]([CH3:20])([CH3:19])[CH3:18])=[O:15])[CH2:10][CH2:9]3)=[CH:4][CH:3]=2)[O:23]1. (5) Given the reactants [O:1]1[CH:5]=[CH:4][C:3]([C:6]2[CH:7]=[C:8]([C:29]([F:32])([F:31])[F:30])[C:9]3[N:10]([C:12]([CH:27]=[O:28])=[C:13]([C:15]([N:17]4[CH2:21][CH:20]=[C:19]([C:22]5[S:23][CH:24]=[CH:25][N:26]=5)[CH2:18]4)=[O:16])[N:14]=3)[CH:11]=2)=[CH:2]1.[BH4-].[Na+], predict the reaction product. The product is: [O:1]1[CH:5]=[CH:4][C:3]([C:6]2[CH:7]=[C:8]([C:29]([F:31])([F:32])[F:30])[C:9]3[N:10]([C:12]([CH2:27][OH:28])=[C:13]([C:15]([N:17]4[CH2:21][CH:20]=[C:19]([C:22]5[S:23][CH:24]=[CH:25][N:26]=5)[CH2:18]4)=[O:16])[N:14]=3)[CH:11]=2)=[CH:2]1.